Dataset: Full USPTO retrosynthesis dataset with 1.9M reactions from patents (1976-2016). Task: Predict the reactants needed to synthesize the given product. (1) The reactants are: [H-].[Na+].[F:3][C:4]1[CH:11]=[CH:10][C:9]([F:12])=[CH:8][C:5]=1[CH:6]=O.[OH:13]S([O-])(=O)=O.[Na+].[CH2:19]1[CH2:23][O:22][CH2:21][CH2:20]1. Given the product [CH2:21]([O:22][C:23](=[O:13])/[CH:19]=[CH:6]/[C:5]1[CH:8]=[C:9]([F:12])[CH:10]=[CH:11][C:4]=1[F:3])[CH3:20], predict the reactants needed to synthesize it. (2) The reactants are: [NH2:1][C:2]1[CH:33]=[CH:32][C:5]([O:6][C:7]2[CH:12]=[CH:11][N:10]=[C:9]3[CH:13]=[C:14]([C:16]4[CH:17]=[N:18][N:19]([CH2:21][CH2:22][N:23]([CH3:31])[C:24](=[O:30])[O:25][C:26]([CH3:29])([CH3:28])[CH3:27])[CH:20]=4)[S:15][C:8]=23)=[C:4]([F:34])[CH:3]=1.FC1C=C(NC(NC(=O)CC2C=CC=CC=2)=S)C=CC=1OC1C=CN=C2C=C(C3C=CC(S(C)(=O)=O)=CC=3)SC=12.[CH3:75][O:76][C:77]1[CH:82]=[CH:81][CH:80]=[CH:79][C:78]=1[CH2:83][C:84]([N:86]=[C:87]=[S:88])=[O:85]. Given the product [F:34][C:4]1[CH:3]=[C:2]([NH:1][C:87]([NH:86][C:84](=[O:85])[CH2:83][C:78]2[CH:79]=[CH:80][CH:81]=[CH:82][C:77]=2[O:76][CH3:75])=[S:88])[CH:33]=[CH:32][C:5]=1[O:6][C:7]1[CH:12]=[CH:11][N:10]=[C:9]2[CH:13]=[C:14]([C:16]3[CH:17]=[N:18][N:19]([CH2:21][CH2:22][N:23]([CH3:31])[C:24](=[O:30])[O:25][C:26]([CH3:27])([CH3:28])[CH3:29])[CH:20]=3)[S:15][C:8]=12, predict the reactants needed to synthesize it. (3) Given the product [CH2:1]([O:3][C:4](=[O:15])[C:5]([CH3:6])([S:7]([C:10]1[S:11][CH:12]=[CH:13][CH:14]=1)(=[O:8])=[O:9])[CH2:16][C:17]1[CH:22]=[CH:21][CH:20]=[CH:19][CH:18]=1)[CH3:2], predict the reactants needed to synthesize it. The reactants are: [CH2:1]([O:3][C:4](=[O:15])[CH:5]([S:7]([C:10]1[S:11][CH:12]=[CH:13][CH:14]=1)(=[O:9])=[O:8])[CH3:6])[CH3:2].[CH2:16](Br)[C:17]1[CH:22]=[CH:21][CH:20]=[CH:19][CH:18]=1. (4) Given the product [N:1]([CH:4]([C:6]1[N:7]=[C:8]2[CH:17]=[CH:16][CH:15]=[C:14]([CH3:18])[N:9]2[C:10](=[O:13])[C:11]=1[C:19]1[CH:24]=[CH:23][CH:22]=[CH:21][CH:20]=1)[CH3:5])=[N+:2]=[N-:3], predict the reactants needed to synthesize it. The reactants are: [N:1]([CH:4]([C:6]1[N:7]=[C:8]2[CH:17]=[CH:16][CH:15]=[C:14]([CH3:18])[N:9]2[C:10](=[O:13])[C:11]=1I)[CH3:5])=[N+:2]=[N-:3].[C:19]1(B(O)O)[CH:24]=[CH:23][CH:22]=[CH:21][CH:20]=1.C(=O)([O-])[O-].[Na+].[Na+].O. (5) Given the product [Cl:1][C:2]1[S:6][C:5]([C:7]([NH:9][CH2:10][C:11]2[N:12]=[CH:13][N:14]([C:16]3[CH:21]=[CH:20][C:19]([N:28]4[CH:29]=[C:24]([F:23])[CH:25]=[CH:26][C:27]4=[O:30])=[CH:18][CH:17]=3)[CH:15]=2)=[O:8])=[CH:4][CH:3]=1, predict the reactants needed to synthesize it. The reactants are: [Cl:1][C:2]1[S:6][C:5]([C:7]([NH:9][CH2:10][C:11]2[N:12]=[CH:13][N:14]([C:16]3[CH:21]=[CH:20][C:19](I)=[CH:18][CH:17]=3)[CH:15]=2)=[O:8])=[CH:4][CH:3]=1.[F:23][C:24]1[CH:25]=[CH:26][C:27]([OH:30])=[N:28][CH:29]=1.OC1C=CC=C2C=1N=CC=C2.C([O-])([O-])=O.[K+].[K+]. (6) Given the product [OH:9]/[N:1]=[C:20](/[C:25]1[CH:26]=[CH:27][C:28](=[O:32])[N:29]([CH3:31])[N:30]=1)\[CH2:19][C@H:18]([C:15]1[CH:16]=[CH:17][C:12]([S:41]([CH3:40])(=[O:43])=[O:42])=[CH:13][CH:14]=1)[C:33]1[CH:38]=[CH:37][CH:36]=[CH:35][C:34]=1[CH3:39], predict the reactants needed to synthesize it. The reactants are: [NH:1]1CCC[C@H]1C(O)=O.[OH-:9].[Na+].Br[C:12]1[CH:17]=[CH:16][C:15]([C@H:18]([C:33]2[CH:38]=[CH:37][CH:36]=[CH:35][C:34]=2[CH3:39])[CH2:19][C:20]2([C:25]3[CH:26]=[CH:27][C:28](=[O:32])[N:29]([CH3:31])[N:30]=3)OCCO2)=[CH:14][CH:13]=1.[CH3:40][S:41]([O-:43])=[O:42].[Na+]. (7) Given the product [F:9][C:10]1[CH:11]=[C:12]([CH:15]=[CH:16][C:17]=1[N:2]1[CH2:7][CH2:6][CH2:5][CH:4]([OH:8])[CH2:3]1)[C:13]#[N:14], predict the reactants needed to synthesize it. The reactants are: Cl.[NH:2]1[CH2:7][CH2:6][CH2:5][C@H:4]([OH:8])[CH2:3]1.[F:9][C:10]1[CH:11]=[C:12]([CH:15]=[CH:16][C:17]=1F)[C:13]#[N:14].C(=O)([O-])[O-].[K+].[K+].CN(C)C=O. (8) The reactants are: [NH2:1][CH2:2][CH:3]1[CH2:8][C:7]([F:10])([F:9])[CH2:6][CH2:5][N:4]1[C:11]([O:13][C:14]([CH3:17])([CH3:16])[CH3:15])=[O:12].[Cl:18][C:19]1[CH:20]=[C:21]2[C:27]([C:28]3[N:33]=[C:32](S(C)=O)[C:31]([F:37])=[CH:30][N:29]=3)=[CH:26][N:25]([S:38]([C:41]3[CH:46]=[CH:45][C:44]([CH3:47])=[CH:43][CH:42]=3)(=[O:40])=[O:39])[C:22]2=[N:23][CH:24]=1.CCN(C(C)C)C(C)C. Given the product [NH2:1][CH2:2][CH:3]1[CH2:8][C:7]([F:10])([F:9])[CH2:6][CH2:5][N:4]1[C:11]([O:13][C:14]([CH3:17])([CH3:16])[CH3:15])=[O:12].[Cl:18][C:19]1[CH:20]=[C:21]2[C:27]([C:28]3[N:33]=[C:32]([NH:1][CH2:2][CH:3]4[CH2:8][C:7]([F:10])([F:9])[CH2:6][CH2:5][N:4]4[C:11]([O:13][C:14]([CH3:17])([CH3:16])[CH3:15])=[O:12])[C:31]([F:37])=[CH:30][N:29]=3)=[CH:26][N:25]([S:38]([C:41]3[CH:46]=[CH:45][C:44]([CH3:47])=[CH:43][CH:42]=3)(=[O:40])=[O:39])[C:22]2=[N:23][CH:24]=1, predict the reactants needed to synthesize it. (9) Given the product [CH3:12][O:11][C:5]1[C:6]([N+:8]([O-:10])=[O:9])=[N:7][C:2]([CH3:1])=[CH:3][CH:4]=1, predict the reactants needed to synthesize it. The reactants are: [CH3:1][C:2]1[N:7]=[C:6]([N+:8]([O-:10])=[O:9])[C:5]([OH:11])=[CH:4][CH:3]=1.[C:12]([O-])([O-])=O.[K+].[K+].CI. (10) Given the product [F:24][C:25]1[CH:26]=[C:27]([NH:31][C:32]([NH:1][C:2]2[C:3]3[CH2:14][N:13]([C:15]([O:17][C:18]([CH3:21])([CH3:20])[CH3:19])=[O:16])[C:12]([CH3:22])([CH3:23])[C:4]=3[N:5]([C:7]([O:9][CH2:10][CH3:11])=[O:8])[N:6]=2)=[O:33])[CH:28]=[CH:29][CH:30]=1, predict the reactants needed to synthesize it. The reactants are: [NH2:1][C:2]1[C:3]2[CH2:14][N:13]([C:15]([O:17][C:18]([CH3:21])([CH3:20])[CH3:19])=[O:16])[C:12]([CH3:23])([CH3:22])[C:4]=2[N:5]([C:7]([O:9][CH2:10][CH3:11])=[O:8])[N:6]=1.[F:24][C:25]1[CH:26]=[C:27]([N:31]=[C:32]=[O:33])[CH:28]=[CH:29][CH:30]=1.